Dataset: Forward reaction prediction with 1.9M reactions from USPTO patents (1976-2016). Task: Predict the product of the given reaction. (1) Given the reactants CN(C=O)C.Br[C:7]1[C:12]([O:13][CH2:14][CH2:15][CH:16]=[CH2:17])=[CH:11][CH:10]=[CH:9][N:8]=1.C1(P(C2C=CC=CC=2)C2C=CC=CC=2)C=CC=CC=1.C([O-])(=O)C.[K+], predict the reaction product. The product is: [CH2:17]=[C:16]1[C:7]2=[N:8][CH:9]=[CH:10][CH:11]=[C:12]2[O:13][CH2:14][CH2:15]1. (2) Given the reactants Cl[C:2]1[CH:10]=[CH:9][C:5]([C:6]([OH:8])=[O:7])=[CH:4][C:3]=1[N+:11]([O-])=O.O.O.O.O.O.O.O.O.O.[S-2:23].[Na+].[Na+].C(O[C:30](=O)[CH3:31])(=O)C, predict the reaction product. The product is: [CH3:31][C:30]1[S:23][C:2]2[CH:10]=[CH:9][C:5]([C:6]([OH:8])=[O:7])=[CH:4][C:3]=2[N:11]=1. (3) The product is: [C:27]([O:26][C:24](=[O:25])[NH:23][C@@H:15]1[C:16]2[C:21](=[CH:20][CH:19]=[CH:18][CH:17]=2)[CH2:22][C@H:14]1[NH:13][C:36]([C:34]1[NH:33][C:37]2[S:9][C:2]([Cl:1])=[CH:3][C:39]=2[CH:35]=1)=[O:49])([CH3:30])([CH3:29])[CH3:28]. Given the reactants [Cl:1][C:2]1[S:9]C2CC(C(O)=O)=NC=2[CH:3]=1.[NH2:13][C@@H:14]1[CH2:22][C:21]2[C:16](=[CH:17][CH:18]=[CH:19][CH:20]=2)[C@H:15]1[NH:23][C:24]([O:26][C:27]([CH3:30])([CH3:29])[CH3:28])=[O:25].CC[N:33]([CH:37]([CH3:39])C)[CH:34]([CH3:36])[CH3:35].C1C=CC2N([OH:49])N=NC=2C=1.CCN=C=NCCCN(C)C, predict the reaction product. (4) Given the reactants [C:1]([C:3]1[C:4]([N:16]2[CH2:19][CH:18]([C:20](O)=[O:21])[CH2:17]2)=[N:5][C:6]([O:14][CH3:15])=[C:7]([C:9]([O:11][CH2:12][CH3:13])=[O:10])[CH:8]=1)#[N:2].[Cl:23][C:24]1[CH:29]=[CH:28][CH:27]=[CH:26][C:25]=1[CH2:30][S:31]([NH2:34])(=[O:33])=[O:32], predict the reaction product. The product is: [CH2:12]([O:11][C:9](=[O:10])[C:7]1[CH:8]=[C:3]([C:1]#[N:2])[C:4]([N:16]2[CH2:19][CH:18]([C:20](=[O:21])[NH:34][S:31]([CH2:30][C:25]3[CH:26]=[CH:27][CH:28]=[CH:29][C:24]=3[Cl:23])(=[O:33])=[O:32])[CH2:17]2)=[N:5][C:6]=1[O:14][CH3:15])[CH3:13]. (5) Given the reactants [Cl:1][C:2]1[C:3]([NH:23][C:24]2[CH:28]=[C:27]([CH3:29])[NH:26][N:25]=2)=[N:4][C:5]([NH:8][C:9]2[CH:14]=[C:13]([CH3:15])[C:12]([CH:16]3[CH2:21][CH2:20][NH:19][CH2:18][CH2:17]3)=[CH:11][C:10]=2[F:22])=[N:6][CH:7]=1.C([O-])([O-])=O.[Cs+].[Cs+].Cl[CH2:37][C:38]#[N:39].[NH4+].[Cl-], predict the reaction product. The product is: [Cl:1][C:2]1[C:3]([NH:23][C:24]2[CH:28]=[C:27]([CH3:29])[NH:26][N:25]=2)=[N:4][C:5]([NH:8][C:9]2[C:10]([F:22])=[CH:11][C:12]([CH:16]3[CH2:17][CH2:18][N:19]([CH2:37][C:38]#[N:39])[CH2:20][CH2:21]3)=[C:13]([CH3:15])[CH:14]=2)=[N:6][CH:7]=1. (6) Given the reactants Br[C:2]1[CH:7]=[CH:6][C:5]([N:8]2[C:12]([NH2:13])=[CH:11][C:10]([C:14]([CH3:17])([CH3:16])[CH3:15])=[N:9]2)=[CH:4][CH:3]=1.CC1(C)C2C(=C(P(C3C=CC=CC=3)C3C=CC=CC=3)C=CC=2)OC2C(P(C3C=CC=CC=3)C3C=CC=CC=3)=CC=CC1=2.[O-]P([O-])([O-])=O.[K+].[K+].[K+].O.[PH:69]1(=[O:74])[CH2:73][CH2:72][CH2:71][CH2:70]1, predict the reaction product. The product is: [NH2:13][C:12]1[N:8]([C:5]2[CH:6]=[CH:7][C:2]([P:69]3(=[O:74])[CH2:73][CH2:72][CH2:71][CH2:70]3)=[CH:3][CH:4]=2)[N:9]=[C:10]([C:14]([CH3:17])([CH3:16])[CH3:15])[CH:11]=1. (7) Given the reactants [Cl:1][C:2]1[CH:3]=[C:4]([C:8]2[N:16]=[C:15]([C:17]#[N:18])[N:14]=[C:13]3[C:9]=2[N:10]([CH2:27][C@H:28]2[CH2:33][CH2:32][C@H:31]([CH3:34])[CH2:30][CH2:29]2)[C:11]([CH:19]([OH:26])[CH:20]2[CH2:25][CH2:24][O:23][CH2:22][CH2:21]2)=[N:12]3)[CH:5]=[CH:6][CH:7]=1.[H-].[Na+].[CH3:37]I, predict the reaction product. The product is: [Cl:1][C:2]1[CH:3]=[C:4]([C:8]2[N:16]=[C:15]([C:17]#[N:18])[N:14]=[C:13]3[C:9]=2[N:10]([CH2:27][C@H:28]2[CH2:29][CH2:30][C@H:31]([CH3:34])[CH2:32][CH2:33]2)[C:11]([CH:19]([O:26][CH3:37])[CH:20]2[CH2:21][CH2:22][O:23][CH2:24][CH2:25]2)=[N:12]3)[CH:5]=[CH:6][CH:7]=1. (8) Given the reactants [F:1][CH:2]([F:36])[O:3][C:4]1[CH:5]=[C:6]([S:10]([N:13]2[C:18]3[CH:19]=[C:20]([C:23]([NH:25][C:26]4[CH:34]=[CH:33][C:29]([C:30]([OH:32])=[O:31])=[C:28]([F:35])[CH:27]=4)=[O:24])[CH:21]=[CH:22][C:17]=3[O:16][CH2:15][CH2:14]2)(=[O:12])=[O:11])[CH:7]=[CH:8][CH:9]=1.FC(F)O[C:40]1C=C(S(Cl)(=O)=O)C=C[CH:45]=1, predict the reaction product. The product is: [CH2:40]([O:31][C:30](=[O:32])[C:29]1[CH:33]=[CH:34][C:26]([NH:25][C:23]([C:20]2[CH:21]=[CH:22][C:17]3[O:16][CH2:15][CH2:14][N:13]([S:10]([C:6]4[CH:7]=[CH:8][CH:9]=[C:4]([O:3][CH:2]([F:1])[F:36])[CH:5]=4)(=[O:12])=[O:11])[C:18]=3[CH:19]=2)=[O:24])=[CH:27][C:28]=1[F:35])[CH3:45]. (9) Given the reactants [C:1]([OH:8])(=[O:7])/[CH:2]=[CH:3]\[C:4]([OH:6])=[O:5].[S:9]1[CH:13]=[CH:12][C:11]2[C:14]([N:18]3[CH2:23][CH2:22][N:21]([CH2:24][CH2:25][CH2:26][CH2:27][O:28][C:29]4[CH:38]=[C:37]5[C:32]([CH:33]=[CH:34][C:35](=[O:39])[NH:36]5)=[CH:31][CH:30]=4)[CH2:20][CH2:19]3)=[CH:15][CH:16]=[CH:17][C:10]1=2, predict the reaction product. The product is: [C:1]([OH:8])(=[O:7])/[CH:2]=[CH:3]\[C:4]([OH:6])=[O:5].[S:9]1[CH:13]=[CH:12][C:11]2[C:14]([N:18]3[CH2:19][CH2:20][N:21]([CH2:24][CH2:25][CH2:26][CH2:27][O:28][C:29]4[CH:38]=[C:37]5[C:32]([CH:33]=[CH:34][C:35](=[O:39])[NH:36]5)=[CH:31][CH:30]=4)[CH2:22][CH2:23]3)=[CH:15][CH:16]=[CH:17][C:10]1=2. (10) Given the reactants [CH3:1][O:2][C:3]1[CH:4]=[C:5]2[C:10](=[CH:11][C:12]=1[O:13][CH3:14])[C:9]([CH2:15][CH2:16][CH3:17])=[N:8][C:7]([OH:18])=[CH:6]2.[Li+].[OH-].[ClH:21].[Cl:22][CH2:23][C:24]1[C:25]([NH:37][CH3:38])=[N:26][C:27]2[CH:28]=[C:29]3[O:36][CH2:35][O:34][C:30]3=[CH:31][C:32]=2[CH:33]=1, predict the reaction product. The product is: [ClH:22].[ClH:21].[CH3:1][O:2][C:3]1[CH:4]=[C:5]2[C:10](=[CH:11][C:12]=1[O:13][CH3:14])[C:9]([CH2:15][CH2:16][CH3:17])=[N:8][C:7]([OH:18])=[C:6]2[CH2:23][C:24]1[C:25]([NH:37][CH3:38])=[N:26][C:27]2[CH:28]=[C:29]3[O:36][CH2:35][O:34][C:30]3=[CH:31][C:32]=2[CH:33]=1.